This data is from Peptide-MHC class II binding affinity with 134,281 pairs from IEDB. The task is: Regression. Given a peptide amino acid sequence and an MHC pseudo amino acid sequence, predict their binding affinity value. This is MHC class II binding data. (1) The peptide sequence is SDQGCSSALGSGPYG. The MHC is HLA-DQA10501-DQB10302 with pseudo-sequence HLA-DQA10501-DQB10302. The binding affinity (normalized) is 0.361. (2) The peptide sequence is EKKYFWATQFEPLAA. The MHC is HLA-DQA10501-DQB10301 with pseudo-sequence HLA-DQA10501-DQB10301. The binding affinity (normalized) is 0.102. (3) The peptide sequence is RRCKNIPQPVRALLE. The binding affinity (normalized) is 0.422. The MHC is HLA-DPA10201-DPB11401 with pseudo-sequence HLA-DPA10201-DPB11401. (4) The peptide sequence is EVYTQLCDHRLMSAA. The MHC is DRB5_0101 with pseudo-sequence DRB5_0101. The binding affinity (normalized) is 0.388. (5) The peptide sequence is ALTIKGLNPTAIFLT. The MHC is DRB1_0101 with pseudo-sequence DRB1_0101. The binding affinity (normalized) is 0.822. (6) The peptide sequence is GSRSLTTLLRALGAQ. The MHC is DRB1_1302 with pseudo-sequence DRB1_1302. The binding affinity (normalized) is 0.207. (7) The peptide sequence is VAWQVKLLPVPPTVT. The binding affinity (normalized) is 0.314. The MHC is HLA-DQA10501-DQB10301 with pseudo-sequence HLA-DQA10501-DQB10301. (8) The peptide sequence is QGEPGAVIRGKKGAG. The MHC is HLA-DQA10201-DQB10202 with pseudo-sequence HLA-DQA10201-DQB10202. The binding affinity (normalized) is 0. (9) The peptide sequence is TKKFDEVVKANGGYL. The MHC is HLA-DQA10201-DQB10202 with pseudo-sequence HLA-DQA10201-DQB10202. The binding affinity (normalized) is 0.0607.